From a dataset of Full USPTO retrosynthesis dataset with 1.9M reactions from patents (1976-2016). Predict the reactants needed to synthesize the given product. (1) Given the product [CH2:1]([S:3]([C:4]1[C:5]2[N:6]([CH:13]=[C:14]([C:16]3[N:17]=[N:18][N:19]([CH3:21])[N:20]=3)[CH:15]=2)[N:7]=[CH:8][C:9]=1[C:10]([NH2:12])=[O:11])=[O:22])[CH3:2], predict the reactants needed to synthesize it. The reactants are: [CH2:1]([S:3][C:4]1[C:5]2[N:6]([CH:13]=[C:14]([C:16]3[N:17]=[N:18][N:19]([CH3:21])[N:20]=3)[CH:15]=2)[N:7]=[CH:8][C:9]=1[C:10]([NH2:12])=[O:11])[CH3:2].[OH:22]OS([O-])=O.[K+]. (2) Given the product [C:19]([C:23]1[O:27][C:26]([CH3:28])=[C:25]([C:29]([NH:1][C:2]2[CH:18]=[CH:17][CH:16]=[C:4]([O:5][C:6]3[CH:11]=[CH:10][N:9]=[C:8]4[NH:12][C:13](=[O:15])[NH:14][C:7]=34)[CH:3]=2)=[O:30])[CH:24]=1)([CH3:22])([CH3:20])[CH3:21], predict the reactants needed to synthesize it. The reactants are: [NH2:1][C:2]1[CH:3]=[C:4]([CH:16]=[CH:17][CH:18]=1)[O:5][C:6]1[CH:11]=[CH:10][N:9]=[C:8]2[NH:12][C:13](=[O:15])[NH:14][C:7]=12.[C:19]([C:23]1[O:27][C:26]([CH3:28])=[C:25]([C:29](Cl)=[O:30])[CH:24]=1)([CH3:22])([CH3:21])[CH3:20]. (3) Given the product [ClH:1].[CH3:2][NH:3][CH2:11][C:12]1[O:16][N:15]=[C:14]([CH:17]2[CH2:22][CH:21]([C:23]3[CH:28]=[CH:27][C:26]([C:29]([F:32])([F:30])[F:31])=[CH:25][CH:24]=3)[CH2:20][N:19]([C:33]([N:35]3[CH2:40][CH2:39][O:38][CH2:37][CH2:36]3)=[O:34])[CH2:18]2)[N:13]=1, predict the reactants needed to synthesize it. The reactants are: [ClH:1].[CH3:2][N:3]([CH2:11][C:12]1[O:16][N:15]=[C:14]([CH:17]2[CH2:22][CH:21]([C:23]3[CH:28]=[CH:27][C:26]([C:29]([F:32])([F:31])[F:30])=[CH:25][CH:24]=3)[CH2:20][N:19]([C:33]([N:35]3[CH2:40][CH2:39][O:38][CH2:37][CH2:36]3)=[O:34])[CH2:18]2)[N:13]=1)C(=O)OC(C)(C)C. (4) Given the product [Cl:1][C:2]1[C:10]([Cl:11])=[CH:9][CH:8]=[CH:7][C:3]=1[C:4]([NH:27][CH2:26][C:16]1([C:19]2[CH:20]=[N:21][CH:22]=[C:23]([F:25])[CH:24]=2)[CH2:17][CH2:18][C:13]([F:12])([F:28])[CH2:14][CH2:15]1)=[O:6], predict the reactants needed to synthesize it. The reactants are: [Cl:1][C:2]1[C:10]([Cl:11])=[CH:9][CH:8]=[CH:7][C:3]=1[C:4]([OH:6])=O.[F:12][C:13]1([F:28])[CH2:18][CH2:17][C:16]([CH2:26][NH2:27])([C:19]2[CH:20]=[N:21][CH:22]=[C:23]([F:25])[CH:24]=2)[CH2:15][CH2:14]1. (5) Given the product [Cl:17][C:4]1[N:3]=[C:2]([N:18]2[CH2:23][CH2:22][O:21][CH2:20][CH2:19]2)[C:14]2[CH:13]=[C:12]3[N:7]([C:6]=2[N:5]=1)[CH2:8][CH2:9][O:10][C:11]3([CH3:16])[CH3:15], predict the reactants needed to synthesize it. The reactants are: Cl[C:2]1[C:14]2[CH:13]=[C:12]3[N:7]([CH2:8][CH2:9][O:10][C:11]3([CH3:16])[CH3:15])[C:6]=2[N:5]=[C:4]([Cl:17])[N:3]=1.[NH:18]1[CH2:23][CH2:22][O:21][CH2:20][CH2:19]1.C(N(CC)CC)C. (6) Given the product [Cl:32][C:21]1[N:22]=[C:23]([N:26]2[CH2:27][CH2:28][O:29][CH2:30][CH2:31]2)[C:24]2[N:25]=[C:17]([CH2:16][N:12]3[CH2:11][CH2:36][N:35]4[CH2:39][CH2:40][CH2:41][C@H:34]4[CH2:13]3)[S:18][C:19]=2[N:20]=1, predict the reactants needed to synthesize it. The reactants are: C(OC(N1CC2C([CH2:11][N:12]([CH2:16][C:17]3[S:18][C:19]4[N:20]=[C:21]([Cl:32])[N:22]=[C:23]([N:26]5[CH2:31][CH2:30][O:29][CH2:28][CH2:27]5)[C:24]=4[N:25]=3)[CH2:13]2)C1)=O)(C)(C)C.C1NC[CH2:36][N:35]2[CH2:39][CH2:40][CH2:41][C@@H:34]12. (7) Given the product [NH2:16][C:4]1[N:3]=[C:2]([NH:17][CH:18]2[CH2:19][CH2:20][N:21]([C:24]([O:26][CH2:27][CH3:28])=[O:25])[CH2:22][CH2:23]2)[CH:7]=[C:6]([C:8]2[CH:13]=[CH:12][CH:11]=[C:10]([Cl:14])[C:9]=2[Cl:15])[N:5]=1, predict the reactants needed to synthesize it. The reactants are: Cl[C:2]1[CH:7]=[C:6]([C:8]2[CH:13]=[CH:12][CH:11]=[C:10]([Cl:14])[C:9]=2[Cl:15])[N:5]=[C:4]([NH2:16])[N:3]=1.[NH2:17][CH:18]1[CH2:23][CH2:22][N:21]([C:24]([O:26][CH2:27][CH3:28])=[O:25])[CH2:20][CH2:19]1.